From a dataset of Catalyst prediction with 721,799 reactions and 888 catalyst types from USPTO. Predict which catalyst facilitates the given reaction. Reactant: [CH:1]1([C:5]([NH:7][C:8]2[N:16]=[C:15]([C:17]([F:20])([F:19])[F:18])[CH:14]=[CH:13][C:9]=2[C:10]([NH2:12])=[O:11])=O)[CH2:4][CH2:3][CH2:2]1.N. Product: [CH:1]1([C:5]2[NH:12][C:10](=[O:11])[C:9]3[CH:13]=[CH:14][C:15]([C:17]([F:20])([F:19])[F:18])=[N:16][C:8]=3[N:7]=2)[CH2:4][CH2:3][CH2:2]1. The catalyst class is: 152.